Predict the product of the given reaction. From a dataset of Forward reaction prediction with 1.9M reactions from USPTO patents (1976-2016). (1) Given the reactants [F:1][CH:2]([F:5])[CH2:3]Cl.C(=O)([O-])[O-].[K+].[K+].[C:12]1(=[O:22])[NH:16][C:15](=[O:17])[C:14]2=[CH:18][CH:19]=[CH:20][CH:21]=[C:13]12.[K], predict the reaction product. The product is: [F:1][CH:2]([F:5])[CH2:3][N:16]1[C:12](=[O:22])[C:13]2[C:14](=[CH:18][CH:19]=[CH:20][CH:21]=2)[C:15]1=[O:17]. (2) Given the reactants Br[C:2]1[CH:7]=[CH:6][C:5]([Si:8]([CH3:11])([CH3:10])[CH3:9])=[CH:4][CH:3]=1.[N:12]1[C:16]2[CH:17]=[CH:18][CH:19]=[CH:20][C:15]=2[NH:14][CH:13]=1.C(=O)([O-])[O-].[K+].[K+].C1OCCOCCOCCOCCOCCOC1, predict the reaction product. The product is: [CH3:9][Si:8]([CH3:11])([CH3:10])[C:5]1[CH:6]=[CH:7][C:2]([N:12]2[C:16]3[CH:17]=[CH:18][CH:19]=[CH:20][C:15]=3[N:14]=[CH:13]2)=[CH:3][CH:4]=1. (3) Given the reactants [Cl:1][C:2]1[CH:3]=[C:4]([CH2:18][CH2:19][NH2:20])[CH:5]=[C:6]([CH2:9][O:10][Si:11]([C:14]([CH3:17])([CH3:16])[CH3:15])([CH3:13])[CH3:12])[C:7]=1[Cl:8].CCN(C(C)C)C(C)C.[C:30](O)(=[O:33])[CH2:31][CH3:32].F[P-](F)(F)(F)(F)F.N1(OC(N(C)C)=[N+](C)C)C2N=CC=CC=2N=N1, predict the reaction product. The product is: [Cl:1][C:2]1[CH:3]=[C:4]([CH2:18][CH2:19][NH:20][C:30](=[O:33])[CH2:31][CH3:32])[CH:5]=[C:6]([CH2:9][O:10][Si:11]([C:14]([CH3:15])([CH3:16])[CH3:17])([CH3:12])[CH3:13])[C:7]=1[Cl:8].